This data is from Full USPTO retrosynthesis dataset with 1.9M reactions from patents (1976-2016). The task is: Predict the reactants needed to synthesize the given product. (1) Given the product [Cl:1][C:2]1[CH:3]=[C:4]([C:9]2[CH:10]=[C:11]([C:22]([OH:24])=[O:23])[O:12][C:13]=2[C:14]2[CH:19]=[CH:18][CH:17]=[C:16]([C:20]#[N:21])[CH:15]=2)[CH:5]=[C:6]([F:8])[CH:7]=1, predict the reactants needed to synthesize it. The reactants are: [Cl:1][C:2]1[CH:3]=[C:4]([C:9]2[CH:10]=[C:11]([C:22]([O:24]CC)=[O:23])[O:12][C:13]=2[C:14]2[CH:19]=[CH:18][CH:17]=[C:16]([C:20]#[N:21])[CH:15]=2)[CH:5]=[C:6]([F:8])[CH:7]=1.[OH-].[Li+].O.Cl. (2) Given the product [CH2:5]([C:12]1[CH:13]=[C:14]([C:20]2[CH:25]=[CH:24][C:23]([CH2:26][CH2:27][C:28]#[N:29])=[CH:22][C:21]=2[CH2:30][CH:31]([CH3:33])[CH3:32])[CH:15]=[CH:16][C:17]=1[OH:18])[C:6]1[CH:11]=[CH:10][CH:9]=[CH:8][CH:7]=1, predict the reactants needed to synthesize it. The reactants are: B(Br)(Br)Br.[CH2:5]([C:12]1[CH:13]=[C:14]([C:20]2[CH:25]=[CH:24][C:23]([CH2:26][CH2:27][C:28]#[N:29])=[CH:22][C:21]=2[CH2:30][CH:31]([CH3:33])[CH3:32])[CH:15]=[CH:16][C:17]=1[O:18]C)[C:6]1[CH:11]=[CH:10][CH:9]=[CH:8][CH:7]=1.O. (3) Given the product [F:22][C:15]1[N:14]=[CH:13][C:12]([NH:11][C:9](=[O:10])[O:8][C:4]([CH3:5])([CH3:6])[CH3:7])=[C:17]([C:18](=[O:20])[CH2:2][C:1]#[N:3])[CH:16]=1, predict the reactants needed to synthesize it. The reactants are: [C:1](#[N:3])[CH3:2].[C:4]([O:8][C:9]([NH:11][C:12]1[C:17]([C:18]([O:20]C)=O)=[CH:16][C:15]([F:22])=[N:14][CH:13]=1)=[O:10])([CH3:7])([CH3:6])[CH3:5]. (4) Given the product [Cl:1][C:2]1[CH:10]=[CH:9][C:8]([C:11]2[N:12]([C:22]([O:24][C:25]([CH3:27])([CH3:26])[CH3:28])=[O:23])[C:13]3[C:18]([CH:19]=2)=[CH:17][C:16]([CH2:20][NH:30][CH2:31][C:32]([CH3:36])([CH3:35])[CH2:33][OH:34])=[CH:15][CH:14]=3)=[C:7]2[C:3]=1[CH2:4][NH:5][C:6]2=[O:29], predict the reactants needed to synthesize it. The reactants are: [Cl:1][C:2]1[CH:10]=[CH:9][C:8]([C:11]2[N:12]([C:22]([O:24][C:25]([CH3:28])([CH3:27])[CH3:26])=[O:23])[C:13]3[C:18]([CH:19]=2)=[CH:17][C:16]([CH:20]=O)=[CH:15][CH:14]=3)=[C:7]2[C:3]=1[CH2:4][NH:5][C:6]2=[O:29].[NH2:30][CH2:31][C:32]([CH3:36])([CH3:35])[CH2:33][OH:34].C(O[BH-](OC(=O)C)OC(=O)C)(=O)C.[Na+]. (5) Given the product [C:47]([O:46][C:44]([N:36]([C:37]([O:39][C:40]([CH3:41])([CH3:42])[CH3:43])=[O:38])[C:32]1[C:33]2[C:28](=[CH:27][C:26]([NH:25][CH:53]([C:18]3[CH:19]=[CH:20][C:15]([CH2:14][CH2:13][N:11]([CH3:12])[C:10]([NH:9][C:5]4[CH:6]=[CH:7][CH:8]=[C:3]([C:1]#[N:2])[CH:4]=4)=[O:24])=[CH:16][CH:17]=3)[C:52]([OH:56])=[O:55])=[CH:35][CH:34]=2)[CH:29]=[CH:30][N:31]=1)=[O:45])([CH3:50])([CH3:49])[CH3:48], predict the reactants needed to synthesize it. The reactants are: [C:1]([C:3]1[CH:4]=[C:5]([NH:9][C:10](=[O:24])[N:11]([CH2:13][CH2:14][C:15]2[CH:20]=[CH:19][C:18](B(O)O)=[CH:17][CH:16]=2)[CH3:12])[CH:6]=[CH:7][CH:8]=1)#[N:2].[NH2:25][C:26]1[CH:27]=[C:28]2[C:33](=[CH:34][CH:35]=1)[C:32]([N:36]([C:44]([O:46][C:47]([CH3:50])([CH3:49])[CH3:48])=[O:45])[C:37]([O:39][C:40]([CH3:43])([CH3:42])[CH3:41])=[O:38])=[N:31][CH:30]=[CH:29]2.O.[C:52]([OH:56])(=[O:55])[CH:53]=O. (6) Given the product [CH:1](=[C:3]1[CH2:8][CH:7]2[CH2:9][CH:4]1[CH2:5][CH2:6]2)[CH3:2], predict the reactants needed to synthesize it. The reactants are: [CH2:1]([C:3]1(O)[CH2:8][CH:7]2[CH2:9][CH:4]1[CH2:5][CH2:6]2)[CH3:2].O.C1(C)C=CC(S(O)(=O)=O)=CC=1. (7) Given the product [CH3:1][O:2][C:3]1[CH:8]=[N:7][C:6]([N:9]2[CH:13]=[N:12][C:11]([CH3:14])=[N:10]2)=[C:5]2[NH:15][CH:16]=[C:17]([C:18](=[O:22])[C:19]([N:33]3[CH2:32][CH2:31][C:30]4[C:35](=[CH:36][CH:37]=[N:38][C:29]=4[C:23]4[CH:24]=[CH:25][CH:26]=[CH:27][CH:28]=4)[CH2:34]3)=[O:21])[C:4]=12.[C:39]([OH:45])([C:41]([F:44])([F:43])[F:42])=[O:40], predict the reactants needed to synthesize it. The reactants are: [CH3:1][O:2][C:3]1[CH:8]=[N:7][C:6]([N:9]2[CH:13]=[N:12][C:11]([CH3:14])=[N:10]2)=[C:5]2[NH:15][CH:16]=[C:17]([C:18](=[O:22])[C:19]([OH:21])=O)[C:4]=12.[C:23]1([C:29]2[N:38]=[CH:37][CH:36]=[C:35]3[C:30]=2[CH2:31][CH2:32][NH:33][CH2:34]3)[CH:28]=[CH:27][CH:26]=[CH:25][CH:24]=1.[C:39]([OH:45])([C:41]([F:44])([F:43])[F:42])=[O:40].CCN(C(C)C)C(C)C.CN(C(ON1N=NC2C=CC=CC1=2)=[N+](C)C)C.[B-](F)(F)(F)F. (8) The reactants are: [CH3:1][O:2][C:3]1[C:12]([CH3:13])=[C:11]2[C:6]([C:7]([O:20][CH:21]3[CH2:38][CH:37]4[N:23]([C:24](=[O:44])[N:25]([CH3:43])[CH2:26][CH2:27][CH2:28][CH2:29][CH:30]=[CH:31][CH:32]5[C:34]([C:40]([OH:42])=O)([NH:35][C:36]4=[O:39])[CH2:33]5)[CH2:22]3)=[N:8][C:9]([C:14]3[CH:19]=[CH:18][N:17]=[CH:16][CH:15]=3)=[N:10]2)=[CH:5][CH:4]=1.CCN=C=NCCCN(C)C.[CH:56]1([S:59]([NH2:62])(=[O:61])=[O:60])[CH2:58][CH2:57]1.C1CCN2C(=NCCC2)CC1. Given the product [CH3:1][O:2][C:3]1[C:12]([CH3:13])=[C:11]2[C:6]([C:7]([O:20][CH:21]3[CH2:38][CH:37]4[N:23]([C:24](=[O:44])[N:25]([CH3:43])[CH2:26][CH2:27][CH2:28][CH2:29][CH:30]=[CH:31][CH:32]5[C:34]([C:40]([NH:62][S:59]([CH:56]6[CH2:58][CH2:57]6)(=[O:61])=[O:60])=[O:42])([NH:35][C:36]4=[O:39])[CH2:33]5)[CH2:22]3)=[N:8][C:9]([C:14]3[CH:19]=[CH:18][N:17]=[CH:16][CH:15]=3)=[N:10]2)=[CH:5][CH:4]=1, predict the reactants needed to synthesize it. (9) Given the product [CH3:17][O:18][C:19]([C:21]1[CH:22]=[C:23]2[C:27](=[CH:28][CH:29]=1)[NH:26][C:25](=[O:30])[C:24]2=[CH:7][C:6]1[CH:5]=[C:4]([CH:1]([CH3:3])[CH3:2])[C:11]([O:12][CH3:13])=[C:10]([CH:14]([CH3:16])[CH3:15])[CH:9]=1)=[O:20], predict the reactants needed to synthesize it. The reactants are: [CH:1]([C:4]1[CH:5]=[C:6]([CH:9]=[C:10]([CH:14]([CH3:16])[CH3:15])[C:11]=1[O:12][CH3:13])[CH:7]=O)([CH3:3])[CH3:2].[CH3:17][O:18][C:19]([C:21]1[CH:22]=[C:23]2[C:27](=[CH:28][CH:29]=1)[NH:26][C:25](=[O:30])[CH2:24]2)=[O:20].